From a dataset of Catalyst prediction with 721,799 reactions and 888 catalyst types from USPTO. Predict which catalyst facilitates the given reaction. Reactant: [C:1]([NH:18][CH2:19][CH2:20][CH2:21][CH2:22][CH2:23][C:24]([OH:26])=O)([O:3][CH2:4][CH:5]1[C:17]2[C:12](=[CH:13][CH:14]=[CH:15][CH:16]=2)[C:11]2[C:6]1=[CH:7][CH:8]=[CH:9][CH:10]=2)=[O:2].ON1C(=O)CCC1=O.C1(N=C=NC2CCCCC2)CCCCC1.[NH2:50][C@@H:51]([CH2:55][OH:56])[C@H:52]([CH3:54])[OH:53]. Product: [C:1]([NH:18][CH2:19][CH2:20][CH2:21][CH2:22][CH2:23][C:24]([NH:50][C@@H:51]([CH2:55][OH:56])[C@H:52]([CH3:54])[OH:53])=[O:26])([O:3][CH2:4][CH:5]1[C:17]2[C:12](=[CH:13][CH:14]=[CH:15][CH:16]=2)[C:11]2[C:6]1=[CH:7][CH:8]=[CH:9][CH:10]=2)=[O:2]. The catalyst class is: 39.